Dataset: Forward reaction prediction with 1.9M reactions from USPTO patents (1976-2016). Task: Predict the product of the given reaction. Given the reactants [OH:1][C:2]1[N:6]([C:7]2[CH:12]=[C:11]([C:13]#[N:14])[CH:10]=[CH:9][N:8]=2)[N:5]=[CH:4][CH:3]=1.[F:15][C:16]1[CH:21]=[C:20]([F:22])[CH:19]=[CH:18][C:17]=1[CH2:23]O, predict the reaction product. The product is: [F:15][C:16]1[CH:21]=[C:20]([F:22])[CH:19]=[CH:18][C:17]=1[CH2:23][O:1][C:2]1[N:6]([C:7]2[CH:12]=[C:11]([C:13]#[N:14])[CH:10]=[CH:9][N:8]=2)[N:5]=[CH:4][CH:3]=1.